This data is from Full USPTO retrosynthesis dataset with 1.9M reactions from patents (1976-2016). The task is: Predict the reactants needed to synthesize the given product. (1) Given the product [CH3:1][O:2][C:3]([C@@H:5]1[CH2:32][C@@H:31]2[CH2:33][N:6]1[C:7](=[O:45])[C@H:8]([CH:36]1[CH2:37][C:38]3[C:43](=[CH:42][CH:41]=[CH:40][CH:39]=3)[CH2:44]1)[NH:9][C:10](=[O:35])[O:11][C@@H:12]1[CH2:34][C@H:13]1[CH2:14][CH2:15][CH2:16][CH2:17][CH2:18][C:19]1[C:20]([O:30]2)=[N:21][C:22]2[CH:23]=[CH:24][CH:25]=[CH:26][C:27]=2[C:28]=1[O:29][CH2:69][CH2:68][CH2:67][N:66]([CH3:71])[CH3:65])=[O:4], predict the reactants needed to synthesize it. The reactants are: [CH3:1][O:2][C:3]([C@@H:5]1[CH2:32][C@@H:31]2[CH2:33][N:6]1[C:7](=[O:45])[C@H:8]([CH:36]1[CH2:44][C:43]3[C:38](=[CH:39][CH:40]=[CH:41][CH:42]=3)[CH2:37]1)[NH:9][C:10](=[O:35])[O:11][C@@H:12]1[CH2:34][C@H:13]1[CH2:14][CH2:15][CH2:16][CH2:17][CH2:18][C:19]1[C:20]([O:30]2)=[N:21][C:22]2[CH:23]=[CH:24][CH:25]=[CH:26][C:27]=2[C:28]=1[OH:29])=[O:4].C1(P(C2C=CC=CC=2)C2C=CC=CC=2)C=CC=CC=1.[CH3:65][N:66]([CH3:71])[CH2:67][CH2:68][CH2:69]O.N(C(OC(C)C)=O)=NC(OC(C)C)=O. (2) Given the product [OH:46][C:44]1[CH:43]=[CH:42][N:41]=[C:40]([NH:39][C:22](=[O:23])[C:21]2[CH:25]=[CH:26][C:18]([O:17][C:16]3[CH:15]=[CH:14][N:13]=[C:12]4[N:8]([CH2:7][C:6]5[CH:5]=[CH:4][C:3]([O:2][CH3:1])=[CH:38][CH:37]=5)[N:9]=[C:10]([NH:27][C@@H:28]5[CH2:32][CH2:31][N:30]([C:33](=[O:36])[CH2:34][CH3:35])[CH2:29]5)[C:11]=34)=[CH:19][CH:20]=2)[N:45]=1, predict the reactants needed to synthesize it. The reactants are: [CH3:1][O:2][C:3]1[CH:38]=[CH:37][C:6]([CH2:7][N:8]2[C:12]3=[N:13][CH:14]=[CH:15][C:16]([O:17][C:18]4[CH:26]=[CH:25][C:21]([C:22](O)=[O:23])=[CH:20][CH:19]=4)=[C:11]3[C:10]([NH:27][C@@H:28]3[CH2:32][CH2:31][N:30]([C:33](=[O:36])[CH2:34][CH3:35])[CH2:29]3)=[N:9]2)=[CH:5][CH:4]=1.[NH2:39][C:40]1[N:45]=[C:44]([OH:46])[CH:43]=[CH:42][N:41]=1. (3) Given the product [CH3:1][O:2][C:3]1[CH:8]=[CH:7][C:6](/[CH:9]=[CH:10]/[C:11]2[CH:12]=[C:13]([OH:29])[CH:14]=[C:15]([O:17][C@@H:18]3[O:23][C@H:22]([CH2:24][OH:25])[C@@H:21]([OH:26])[C@H:20]([OH:27])[C@H:19]3[OH:28])[CH:16]=2)=[CH:5][C:4]=1[OH:33], predict the reactants needed to synthesize it. The reactants are: [CH3:1][O:2][C:3]1[CH:8]=[CH:7][C:6](/[CH:9]=[CH:10]/[C:11]2[CH:16]=[C:15]([O:17][C@@H:18]3[O:23][C@H:22]([CH2:24][OH:25])[C@@H:21]([OH:26])[C@H:20]([OH:27])[C@H:19]3[OH:28])[CH:14]=[C:13]([OH:29])[CH:12]=2)=[CH:5][CH:4]=1.C1(C=CC2C=CC(OC)=C(O)C=2)C=C(O)C=C([OH:33])C=1.C1(C=CC2C=CC(OC)=C(O)C=2)C=C(O)C=CC=1. (4) Given the product [CH2:2]([O:3][C:4]([C:6]1[NH:16][C:9]2=[N:10][C:11]([Cl:15])=[C:12]([CH3:14])[CH:13]=[C:8]2[CH:7]=1)=[O:5])[CH3:1], predict the reactants needed to synthesize it. The reactants are: [CH3:1][CH2:2][O:3][C:4]([C:6]1[N:16](C(OC(C)(C)C)=O)[C:9]2=[N:10][C:11]([Cl:15])=[C:12]([CH3:14])[CH:13]=[C:8]2[CH:7]=1)=[O:5].FC(F)(F)C(O)=O.